The task is: Predict the product of the given reaction.. This data is from Forward reaction prediction with 1.9M reactions from USPTO patents (1976-2016). (1) Given the reactants [C:1]1([CH:7]([OH:13])[CH2:8][CH2:9][C:10]#[C:11][CH3:12])[CH:6]=[CH:5][CH:4]=[CH:3][CH:2]=1.[CH:14](=O)[CH2:15][CH2:16][CH2:17][CH2:18][CH3:19].C[Si]([O:25][S:26]([C:29]([F:32])([F:31])[F:30])(=[O:28])=[O:27])(C)C.C([O-])(O)=O.[Na+], predict the reaction product. The product is: [F:30][C:29]([F:32])([F:31])[S:26]([O:28]/[C:11](=[C:10]1/[CH:14]([CH2:15][CH2:16][CH2:17][CH2:18][CH3:19])[O:13][CH:7]([C:1]2[CH:6]=[CH:5][CH:4]=[CH:3][CH:2]=2)[CH2:8][CH2:9]/1)/[CH3:12])(=[O:27])=[O:25]. (2) Given the reactants [C:1]([O:7][CH2:8][C:9]1[CH:14]=[CH:13][CH:12]=[CH:11][CH:10]=1)(=[O:6])[CH2:2][C:3]([O-:5])=O.CN1CCOCC1.P(Cl)(OC1C=CC=CC=1)(OC1C=CC=CC=1)=O.[F:39][C:40]([F:49])([F:48])[C:41]1[CH:42]=[C:43]([NH2:47])[CH:44]=[CH:45][CH:46]=1, predict the reaction product. The product is: [CH2:8]([O:7][C:1](=[O:6])[CH2:2][C:3]([NH:47][C:43]1[CH:44]=[CH:45][CH:46]=[C:41]([C:40]([F:39])([F:48])[F:49])[CH:42]=1)=[O:5])[C:9]1[CH:14]=[CH:13][CH:12]=[CH:11][CH:10]=1. (3) Given the reactants [O:1]=[C:2]1[N:13]([CH:14]2[CH:21]3[CH2:22][C:17]4([C:24](O)=[O:25])[CH2:18][CH:19]([CH2:23][CH:15]2[CH2:16]4)[CH2:20]3)[C:5]2=[C:6]3[CH:12]=[CH:11][NH:10][C:7]3=[N:8][CH:9]=[C:4]2[NH:3]1.Cl.[NH2:28][CH2:29][C:30]#[N:31].ON1C2C=CC=CC=2N=N1.C(N(C(C)C)CC)(C)C.Cl.C(N=C=NCCCN(C)C)C, predict the reaction product. The product is: [C:29]([CH2:30][NH:31][C:24]([C:17]12[CH2:22][CH:21]3[CH2:20][CH:19]([CH2:23][CH:15]([CH:14]3[N:13]3[C:5]4=[C:6]5[CH:12]=[CH:11][NH:10][C:7]5=[N:8][CH:9]=[C:4]4[NH:3][C:2]3=[O:1])[CH2:16]1)[CH2:18]2)=[O:25])#[N:28]. (4) Given the reactants [CH:1]1([C:6]([C:8]2[O:9][C:10]3[C:17]([F:18])=[CH:16][C:15]([F:19])=[CH:14][C:11]=3[C:12]=2[CH3:13])=[O:7])[CH2:5][CH2:4][CH2:3][CH2:2]1.[BH4-].[Na+].O, predict the reaction product. The product is: [CH:1]1([CH:6]([C:8]2[O:9][C:10]3[C:17]([F:18])=[CH:16][C:15]([F:19])=[CH:14][C:11]=3[C:12]=2[CH3:13])[OH:7])[CH2:5][CH2:4][CH2:3][CH2:2]1.